From a dataset of Full USPTO retrosynthesis dataset with 1.9M reactions from patents (1976-2016). Predict the reactants needed to synthesize the given product. (1) Given the product [CH:24]1([O:23][C:5]2[C:6]([O:21][CH3:22])=[CH:7][CH:8]=[C:9]3[C:4]=2[N:3]=[C:2]([O:21][CH2:6][CH2:5][OH:23])[CH:11]=[C:10]3[NH:12][C:13]2[C:18]([Cl:19])=[CH:17][N:16]=[CH:15][C:14]=2[Cl:20])[CH2:25][CH2:26][CH2:27][CH2:28]1, predict the reactants needed to synthesize it. The reactants are: Cl[C:2]1[CH:11]=[C:10]([NH:12][C:13]2[C:18]([Cl:19])=[CH:17][N:16]=[CH:15][C:14]=2[Cl:20])[C:9]2[C:4](=[C:5]([O:23][CH:24]3[CH2:28][CH2:27][CH2:26][CH2:25]3)[C:6]([O:21][CH3:22])=[CH:7][CH:8]=2)[N:3]=1. (2) Given the product [CH3:1][C@@H:2]([OH:29])[C@H:3]([NH2:28])[C:4]([N:6]1[C@H:10]([C:11]([N:13]2[C@H:17]([C:18]([NH:20][C@H:21]([C:25]([NH2:27])=[O:26])[C@H:22]([OH:24])[CH3:23])=[O:19])[CH2:16][CH2:15][CH2:14]2)=[O:12])[CH2:9][CH2:8][CH2:7]1)=[O:5].[C:30]([NH:33][C@H:34]([C:39]([OH:41])=[O:40])[CH2:35][CH:36]([CH3:37])[CH3:38])(=[O:32])[CH3:31], predict the reactants needed to synthesize it. The reactants are: [CH3:1][C@@H:2]([OH:29])[C@H:3]([NH2:28])[C:4]([N:6]1[C@H:10]([C:11]([N:13]2[C@H:17]([C:18]([NH:20][C@H:21]([C:25]([NH2:27])=[O:26])[C@H:22]([OH:24])[CH3:23])=[O:19])[CH2:16][CH2:15][CH2:14]2)=[O:12])[CH2:9][CH2:8][CH2:7]1)=[O:5].[C:30]([NH:33][C@H:34]([C:39]([OH:41])=[O:40])[CH2:35][CH:36]([CH3:38])[CH3:37])(=[O:32])[CH3:31]. (3) Given the product [NH2:11][C:9]1[N:10]=[C:6]2[CH:5]=[CH:4][CH:3]=[C:2]([C:20]3[CH:19]=[CH:18][C:17]([NH:16][S:13]([CH3:12])(=[O:14])=[O:15])=[CH:22][CH:21]=3)[N:7]2[N:8]=1, predict the reactants needed to synthesize it. The reactants are: Br[C:2]1[N:7]2[N:8]=[C:9]([NH2:11])[N:10]=[C:6]2[CH:5]=[CH:4][CH:3]=1.[CH3:12][S:13]([NH:16][C:17]1[CH:22]=[CH:21][C:20](B(O)O)=[CH:19][CH:18]=1)(=[O:15])=[O:14]. (4) Given the product [Cl:1][C:2]1[CH:18]=[CH:17][C:5]([CH2:6][N:7]2[CH2:12][C@H:11]([CH3:13])[CH:10]([NH2:14])[CH2:9][C@H:8]2[CH3:16])=[CH:4][CH:3]=1, predict the reactants needed to synthesize it. The reactants are: [Cl:1][C:2]1[CH:18]=[CH:17][C:5]([CH2:6][N:7]2[CH2:12][C@H:11]([CH3:13])[C:10](=[N:14]O)[CH2:9][C@H:8]2[CH3:16])=[CH:4][CH:3]=1.[H-].[H-].[H-].[H-].[Li+].[Al+3].CO. (5) Given the product [NH2:11][CH2:12][C:13]1[O:14][C:15]([C:19]([O:21][CH2:22][CH3:23])=[O:20])=[C:16]([CH3:18])[N:17]=1, predict the reactants needed to synthesize it. The reactants are: C(OC([NH:11][CH2:12][C:13]1[O:14][C:15]([C:19]([O:21][CH2:22][CH3:23])=[O:20])=[C:16]([CH3:18])[N:17]=1)=O)C1C=CC=CC=1.